This data is from Forward reaction prediction with 1.9M reactions from USPTO patents (1976-2016). The task is: Predict the product of the given reaction. (1) The product is: [Cl:1][C:2]1[CH:7]=[CH:6][C:5]([C:8]2[CH:17]=[C:16]([C@H:18]([C@@H:20]3[CH2:25][CH2:24][CH2:23][CH2:22][NH:21]3)[OH:19])[C:15]3[C:10](=[CH:11][CH:12]=[CH:13][CH:14]=3)[N:9]=2)=[CH:4][CH:3]=1. Given the reactants [Cl:1][C:2]1[CH:7]=[CH:6][C:5]([C:8]2[CH:17]=[C:16]([C@H:18]([C@@H:20]3[CH2:25][CH2:24][CH2:23][CH2:22][N:21]3C(C3C=CC=CC=3)(C3C=CC=CC=3)C3C=CC=CC=3)[OH:19])[C:15]3[C:10](=[CH:11][CH:12]=[CH:13][CH:14]=3)[N:9]=2)=[CH:4][CH:3]=1.Cl, predict the reaction product. (2) Given the reactants [F:1][C:2]([F:21])([F:20])[C:3](=[O:19])[CH2:4][C:5]([NH:7][C:8]1[NH:9][N:10]=[C:11]([C:13]2[CH:18]=[CH:17][CH:16]=[CH:15][CH:14]=2)[CH:12]=1)=[O:6].[CH2:22]([N:25]=[C:26]=[O:27])[CH:23]=[CH2:24], predict the reaction product. The product is: [CH2:22]([NH:25][C:26]([N:9]1[C:8]([NH:7][C:5](=[O:6])[CH2:4][C:3](=[O:19])[C:2]([F:1])([F:20])[F:21])=[CH:12][C:11]([C:13]2[CH:14]=[CH:15][CH:16]=[CH:17][CH:18]=2)=[N:10]1)=[O:27])[CH:23]=[CH2:24]. (3) Given the reactants NC1[CH:7]=[CH:6][N:5]=[CH:4]C=1C.[N:18]1(C(N2[CH:20]=[CH:19][N:18]=[CH:17]2)=S)[CH:19]=[CH:20]N=[CH:17]1.[Cl:21][C:22]1[CH:27]=[CH:26][CH:25]=[C:24]([Cl:28])[C:23]=1[C:29]1[NH:30][C:31]2[CH:37]=[C:36]([C:38]([NH:40][NH2:41])=[O:39])[CH:35]=[CH:34][C:32]=2[N:33]=1.[CH3:42]CN=C=NCCCN(C)C, predict the reaction product. The product is: [Cl:21][C:22]1[CH:27]=[CH:26][CH:25]=[C:24]([Cl:28])[C:23]=1[C:29]1[NH:30][C:31]2[CH:37]=[C:36]([C:38]3[O:39][C:4]([NH:5][C:6]4[CH:7]=[CH:17][N:18]=[C:19]([CH3:20])[CH:42]=4)=[N:41][N:40]=3)[CH:35]=[CH:34][C:32]=2[N:33]=1. (4) The product is: [C:1]12([C:11]3[CH:12]=[C:13]([C:33]4[CH:34]=[C:35]5[C:40](=[CH:41][CH:42]=4)[CH:39]=[C:38]([Br:43])[CH:37]=[CH:36]5)[CH:14]=[CH:15][C:16]=3[O:17][CH3:18])[CH2:2][CH:3]3[CH2:4][CH:5]([CH2:6][CH:7]([CH2:9]3)[CH2:8]1)[CH2:10]2. Given the reactants [C:1]12([C:11]3[CH:12]=[C:13](B4OCC(C)(C)CO4)[CH:14]=[CH:15][C:16]=3[O:17][CH3:18])[CH2:10][CH:5]3[CH2:6][CH:7]([CH2:9][CH:3]([CH2:4]3)[CH2:2]1)[CH2:8]2.FC(F)(F)S(O[C:33]1[CH:42]=[CH:41][C:40]2[C:35](=[CH:36][CH:37]=[C:38]([Br:43])[CH:39]=2)[CH:34]=1)(=O)=O.[O-]P([O-])([O-])=O.[K+].[K+].[K+].C1COCC1, predict the reaction product. (5) Given the reactants [CH:1]1[CH:2]=[CH:3][N:4]2[CH2:10][C:9]3[CH:11]=[CH:12][CH:13]=[CH:14][C:8]=3[N:7]([C:15]([C:17]3[CH:22]=[CH:21][C:20](B4OC(C)(C)C(C)(C)O4)=[C:19]([CH3:32])[CH:18]=3)=[O:16])[CH2:6][C:5]=12.FC(F)(F)S(O[C:39]1[C:48]2[C:43](=[CH:44][CH:45]=[CH:46][CH:47]=2)[CH2:42][CH2:41][CH:40]=1)(=O)=O.C(=O)([O-])[O-].[Na+].[Na+], predict the reaction product. The product is: [CH:1]1[CH:2]=[CH:3][N:4]2[CH2:10][C:9]3[CH:11]=[CH:12][CH:13]=[CH:14][C:8]=3[N:7]([C:15]([C:17]3[CH:22]=[CH:21][C:20]([C:39]4[C:48]5[C:43](=[CH:44][CH:45]=[CH:46][CH:47]=5)[CH2:42][CH2:41][CH:40]=4)=[C:19]([CH3:32])[CH:18]=3)=[O:16])[CH2:6][C:5]=12. (6) Given the reactants [Br:1][C:2]1[CH:7]=[CH:6][C:5]([O:8][CH3:9])=[C:4]([N+:10]([O-])=O)[C:3]=1[CH3:13], predict the reaction product. The product is: [Br:1][C:2]1[C:3]([CH3:13])=[C:4]([NH2:10])[C:5]([O:8][CH3:9])=[CH:6][CH:7]=1. (7) Given the reactants [CH3:1][O:2][C:3]1[CH:4]=[C:5]([N:9]=[C:10]=[O:11])[CH:6]=[CH:7][CH:8]=1.[CH2:12]([O:14][C:15]([C:17]1([CH2:22][O:23][C:24]2[CH:29]=[CH:28][C:27]([C:30]3[CH:35]=[CH:34][C:33]([F:36])=[CH:32][CH:31]=3)=[CH:26][CH:25]=2)[CH2:21][CH2:20][NH:19][CH2:18]1)=[O:16])[CH3:13], predict the reaction product. The product is: [CH2:12]([O:14][C:15]([C:17]1([CH2:22][O:23][C:24]2[CH:29]=[CH:28][C:27]([C:30]3[CH:31]=[CH:32][C:33]([F:36])=[CH:34][CH:35]=3)=[CH:26][CH:25]=2)[CH2:21][CH2:20][N:19]([C:10](=[O:11])[NH:9][C:5]2[CH:6]=[CH:7][CH:8]=[C:3]([O:2][CH3:1])[CH:4]=2)[CH2:18]1)=[O:16])[CH3:13].